Task: Predict which catalyst facilitates the given reaction.. Dataset: Catalyst prediction with 721,799 reactions and 888 catalyst types from USPTO (1) Reactant: [I:1][C:2]1[CH:10]=[CH:9][C:5]([C:6]([OH:8])=O)=[CH:4][CH:3]=1.[NH:11]([C:13](=[O:20])[CH2:14][C:15]([O:17][CH2:18][CH3:19])=[O:16])[NH2:12].CN(C(ON1N=NC2C=CC=NC1=2)=[N+](C)C)C.F[P-](F)(F)(F)(F)F.CCN(C(C)C)C(C)C. Product: [I:1][C:2]1[CH:3]=[CH:4][C:5]([C:6]([NH:12][NH:11][C:13](=[O:20])[CH2:14][C:15]([O:17][CH2:18][CH3:19])=[O:16])=[O:8])=[CH:9][CH:10]=1. The catalyst class is: 18. (2) Reactant: [H-].[Na+].F[C:4]1[C:14]([F:15])=[C:13]([F:16])[CH:12]=[CH:11][C:5]=1[NH:6][C@@H:7]([CH3:10])[CH2:8][OH:9]. Product: [F:16][C:13]1[CH:12]=[CH:11][C:5]2[NH:6][C@@H:7]([CH3:10])[CH2:8][O:9][C:4]=2[C:14]=1[F:15]. The catalyst class is: 3. (3) Reactant: F[C:2]1[CH:3]=[C:4]([OH:11])[CH:5]=[CH:6][C:7]=1[N+:8]([O-:10])=[O:9].[NH:12]1[CH2:17][CH2:16][O:15][CH2:14][CH2:13]1.C(=O)([O-])[O-].[Ca+2]. Product: [O:15]1[CH2:16][CH2:17][N:12]([C:2]2[CH:3]=[C:4]([OH:11])[CH:5]=[CH:6][C:7]=2[N+:8]([O-:10])=[O:9])[CH2:13][CH2:14]1. The catalyst class is: 9.